Dataset: Full USPTO retrosynthesis dataset with 1.9M reactions from patents (1976-2016). Task: Predict the reactants needed to synthesize the given product. Given the product [F:17][C:4]1[CH:5]=[C:6]([C:9]2[CH:14]=[CH:13][CH:12]=[C:11]([O:15][CH3:16])[CH:10]=2)[CH:7]=[CH:8][C:3]=1[CH:2]=[O:19], predict the reactants needed to synthesize it. The reactants are: Br[CH2:2][C:3]1[CH:8]=[CH:7][C:6]([C:9]2[CH:14]=[CH:13][CH:12]=[C:11]([O:15][CH3:16])[CH:10]=2)=[CH:5][C:4]=1[F:17].C(=O)(O)[O-:19].[Na+].